This data is from Forward reaction prediction with 1.9M reactions from USPTO patents (1976-2016). The task is: Predict the product of the given reaction. (1) Given the reactants [CH3:1][C:2]1([CH3:11])[C@H:7]2[CH2:8][C@@H:3]1[CH2:4][CH2:5][C@H:6]2[CH2:9]O.C(N(CC)CC)C.CS(Cl)(=O)=O.[N-:24]=[N+:25]=[N-:26].[Na+], predict the reaction product. The product is: [N:24]([CH2:9][C@@H:6]1[CH2:5][CH2:4][C@H:3]2[CH2:8][C@@H:7]1[C:2]2([CH3:11])[CH3:1])=[N+:25]=[N-:26]. (2) Given the reactants [C:1]1([C:7]2[O:8][C:9]([C:15]([F:18])([F:17])[F:16])=[C:10]([C:12]([OH:14])=O)[N:11]=2)[CH:6]=[CH:5][CH:4]=[CH:3][CH:2]=1.[C:19]([C:23]1[CH:24]=[C:25]([N:29]2[C:37]3[C:32](=[CH:33][C:34]([N+:38]([O-])=O)=[CH:35][CH:36]=3)[C:31]([NH2:41])=[N:30]2)[CH:26]=[CH:27][CH:28]=1)([CH3:22])([CH3:21])[CH3:20].NC1C2C(=CC=C(NC(C3N=C(C4C=CC=CC=4)OC=3C(F)(F)F)=O)C=2)N(CCC)N=1, predict the reaction product. The product is: [NH2:41][C:31]1[C:32]2[C:37](=[CH:36][CH:35]=[C:34]([NH:38][C:12]([C:10]3[N:11]=[C:7]([C:1]4[CH:2]=[CH:3][CH:4]=[CH:5][CH:6]=4)[O:8][C:9]=3[C:15]([F:18])([F:17])[F:16])=[O:14])[CH:33]=2)[N:29]([C:25]2[CH:26]=[CH:27][CH:28]=[C:23]([C:19]([CH3:22])([CH3:21])[CH3:20])[CH:24]=2)[N:30]=1. (3) Given the reactants [CH3:1][O:2][CH2:3][CH2:4][N:5]([CH2:22][C:23]1[CH:28]=[CH:27][C:26]([S:29][C:30]([CH3:39])([CH3:38])[C:31]([O:33]C(C)(C)C)=[O:32])=[CH:25][CH:24]=1)[C:6]1[CH:11]=[C:10]([C:12]2[CH:17]=[CH:16][CH:15]=[C:14]([C:18]([F:21])([F:20])[F:19])[CH:13]=2)[N:9]=[CH:8][N:7]=1.[ClH:40], predict the reaction product. The product is: [ClH:40].[CH3:1][O:2][CH2:3][CH2:4][N:5]([CH2:22][C:23]1[CH:24]=[CH:25][C:26]([S:29][C:30]([CH3:39])([CH3:38])[C:31]([OH:33])=[O:32])=[CH:27][CH:28]=1)[C:6]1[CH:11]=[C:10]([C:12]2[CH:17]=[CH:16][CH:15]=[C:14]([C:18]([F:20])([F:19])[F:21])[CH:13]=2)[N:9]=[CH:8][N:7]=1. (4) Given the reactants [CH3:1][N:2]1[C:7](=[O:8])[CH2:6][CH2:5][C:4]([C:9](O)=[O:10])=[N:3]1.C(N(CC)CC)C.ClC(OCC)=O.[BH4-].[Na+], predict the reaction product. The product is: [OH:10][CH2:9][C:4]1[CH2:5][CH2:6][C:7](=[O:8])[N:2]([CH3:1])[N:3]=1.